This data is from Forward reaction prediction with 1.9M reactions from USPTO patents (1976-2016). The task is: Predict the product of the given reaction. (1) Given the reactants [CH:1]([C:4]1[CH:13]=[C:12]2[C:7]([C:8](=[O:20])[N:9]([NH:15][S:16]([CH3:19])(=[O:18])=[O:17])[C:10](=[O:14])[NH:11]2)=[CH:6][C:5]=1[C:21]1[N:22]([CH3:26])[N:23]=[CH:24][CH:25]=1)([CH3:3])[CH3:2].Cl[C:28]([O:30][CH2:31][CH2:32][CH2:33][CH3:34])=[O:29], predict the reaction product. The product is: [CH2:31]([O:30][C:28]([N:11]1[C:12]2[C:7](=[CH:6][C:5]([C:21]3[N:22]([CH3:26])[N:23]=[CH:24][CH:25]=3)=[C:4]([CH:1]([CH3:3])[CH3:2])[CH:13]=2)[C:8](=[O:20])[N:9]([N:15]([C:28]([O:30][CH2:31][CH2:32][CH2:33][CH3:34])=[O:29])[S:16]([CH3:19])(=[O:17])=[O:18])[C:10]1=[O:14])=[O:29])[CH2:32][CH2:33][CH3:34]. (2) Given the reactants [NH2:1][CH:2]([CH:7]([N:14]([CH2:17][C:18]1[CH:23]=[CH:22][CH:21]=[CH:20][CH:19]=1)[CH:15]=[O:16])[C:8]1[CH:13]=[CH:12][CH:11]=[CH:10][CH:9]=1)[C:3]([O:5][CH3:6])=[O:4].[F:24][C:25]1[CH:33]=[CH:32][C:28]([C:29](O)=[O:30])=[C:27]([C:34]([F:37])([F:36])[F:35])[CH:26]=1.C(N(CC)CC)C.O=C1N(P(Cl)(N2CCOC2=O)=O)CCO1, predict the reaction product. The product is: [CH2:17]([N:14]([CH:7]([C:8]1[CH:13]=[CH:12][CH:11]=[CH:10][CH:9]=1)[CH:2]([NH:1][C:29](=[O:30])[C:28]1[CH:32]=[CH:33][C:25]([F:24])=[CH:26][C:27]=1[C:34]([F:37])([F:35])[F:36])[C:3]([O:5][CH3:6])=[O:4])[CH:15]=[O:16])[C:18]1[CH:19]=[CH:20][CH:21]=[CH:22][CH:23]=1. (3) Given the reactants [NH2:1][C@H:2]([CH2:32][C:33]1[C:41]2[C:36](=[CH:37][CH:38]=[CH:39][CH:40]=2)[N:35]([CH3:42])[CH:34]=1)[C:3]([N:5]1[CH2:10][CH2:9][CH:8]([N:11]2[N:20]=[C:19]([C:21]3[CH:26]=[CH:25][C:24]([O:27][CH3:28])=[C:23]([O:29][CH3:30])[CH:22]=3)[C@@H:18]3[C@@H:13]([CH2:14][CH2:15][CH2:16][CH2:17]3)[C:12]2=[O:31])[CH2:7][CH2:6]1)=[O:4].[CH:43]1([CH2:46][O:47][C:48]2[CH:56]=[CH:55][C:51]3[O:52][CH2:53][O:54][C:50]=3[C:49]=2[C:57]2[C:58]3[NH:65][CH:64]=[C:63]([C:66](O)=[O:67])[C:59]=3[N:60]=[CH:61][N:62]=2)[CH2:45][CH2:44]1.CN(C(ON1N=NC2C=CC=CC1=2)=[N+](C)C)C.F[P-](F)(F)(F)(F)F.CCN(C(C)C)C(C)C, predict the reaction product. The product is: [CH:43]1([CH2:46][O:47][C:48]2[CH:56]=[CH:55][C:51]3[O:52][CH2:53][O:54][C:50]=3[C:49]=2[C:57]2[C:58]3[NH:65][CH:64]=[C:63]([C:66]([NH:1][C@H:2]([CH2:32][C:33]4[C:41]5[C:36](=[CH:37][CH:38]=[CH:39][CH:40]=5)[N:35]([CH3:42])[CH:34]=4)[C:3]([N:5]4[CH2:6][CH2:7][CH:8]([N:11]5[N:20]=[C:19]([C:21]6[CH:26]=[CH:25][C:24]([O:27][CH3:28])=[C:23]([O:29][CH3:30])[CH:22]=6)[C@@H:18]6[C@@H:13]([CH2:14][CH2:15][CH2:16][CH2:17]6)[C:12]5=[O:31])[CH2:9][CH2:10]4)=[O:4])=[O:67])[C:59]=3[N:60]=[CH:61][N:62]=2)[CH2:44][CH2:45]1. (4) Given the reactants [O:1]=[S:2]1(=[O:34])[CH2:7][CH2:6][N:5]([C:8]2[CH:13]=[CH:12][C:11]([C:14]3[S:18][C:17]([CH:19]4[CH2:24][CH2:23][O:22][CH2:21][CH2:20]4)=[N:16][C:15]=3[C@@H:25]3[CH2:30][CH2:29][CH2:28][CH2:27][C@H:26]3[C:31]([OH:33])=O)=[CH:10][CH:9]=2)[CH2:4][CH2:3]1.Cl.[NH2:36][C:37]1([C:40]#[N:41])[CH2:39][CH2:38]1.CCN(C(C)C)C(C)C.CN(C(ON1N=NC2C=CC=NC1=2)=[N+](C)C)C.F[P-](F)(F)(F)(F)F, predict the reaction product. The product is: [C:40]([C:37]1([NH:36][C:31]([C@@H:26]2[CH2:27][CH2:28][CH2:29][CH2:30][C@H:25]2[C:15]2[N:16]=[C:17]([CH:19]3[CH2:24][CH2:23][O:22][CH2:21][CH2:20]3)[S:18][C:14]=2[C:11]2[CH:12]=[CH:13][C:8]([N:5]3[CH2:4][CH2:3][S:2](=[O:1])(=[O:34])[CH2:7][CH2:6]3)=[CH:9][CH:10]=2)=[O:33])[CH2:39][CH2:38]1)#[N:41]. (5) Given the reactants [Cl:1][C:2]1[C:7]([O:8][CH2:9][C:10]([O:12][C:13]([CH3:16])([CH3:15])[CH3:14])=[O:11])=[CH:6][CH:5]=[C:4](NS(C)(=O)=O)[N:3]=1.[CH3:22][O:23][C:24](=[O:30])[CH2:25][CH2:26][S:27]([O-:29])=[O:28].[Na+], predict the reaction product. The product is: [C:13]([O:12][C:10](=[O:11])[CH2:9][O:8][C:7]1[CH:6]=[CH:5][C:4]([S:27]([CH2:26][CH2:25][C:24]([O:23][CH3:22])=[O:30])(=[O:29])=[O:28])=[N:3][C:2]=1[Cl:1])([CH3:14])([CH3:15])[CH3:16]. (6) Given the reactants [OH:1][C:2]1[CH:3]=[C:4]([C:17]([O:19][CH2:20][CH3:21])=[O:18])[CH:5]=[C:6]2[C:10]=1[N:9]([CH:11]1[CH2:16][CH2:15][CH2:14][CH2:13][O:12]1)[N:8]=[CH:7]2.[C:22]([O-])([O-])=O.[K+].[K+].IC, predict the reaction product. The product is: [CH3:22][O:1][C:2]1[CH:3]=[C:4]([C:17]([O:19][CH2:20][CH3:21])=[O:18])[CH:5]=[C:6]2[C:10]=1[N:9]([CH:11]1[CH2:16][CH2:15][CH2:14][CH2:13][O:12]1)[N:8]=[CH:7]2. (7) Given the reactants [O:1]1[C:5]2([CH2:10][CH2:9][C:8]([CH:11]([CH:13]3[CH2:22][CH2:21][C:16]4([O:20][CH2:19][CH2:18][O:17]4)[CH2:15][CH2:14]3)[OH:12])=[CH:7][CH2:6]2)[O:4][CH2:3][CH2:2]1.[BH4-].[Na+], predict the reaction product. The product is: [O:1]1[C:5]2([CH2:10][CH2:9][CH:8]([CH:11]([CH:13]3[CH2:14][CH2:15][C:16]4([O:17][CH2:18][CH2:19][O:20]4)[CH2:21][CH2:22]3)[OH:12])[CH2:7][CH2:6]2)[O:4][CH2:3][CH2:2]1. (8) Given the reactants [N:1]1[C:6]2[NH:7][CH:8]=[CH:9][C:5]=2[C:4](O)=[N:3][CH:2]=1.O=P(Cl)(Cl)[Cl:13].C(N(CC)C(C)C)(C)C.[OH-].[Na+], predict the reaction product. The product is: [Cl:13][C:4]1[C:5]2[CH:9]=[CH:8][NH:7][C:6]=2[N:1]=[CH:2][N:3]=1. (9) Given the reactants [Cl:1][C:2]1[CH:3]=[C:4]([CH3:22])[C:5]([NH:8][S:9]([C:12]2[CH:21]=[CH:20][C:15]([C:16]([O:18][CH3:19])=[O:17])=[CH:14][CH:13]=2)(=[O:11])=[O:10])=[N:6][CH:7]=1.Br[CH2:24][C:25]1[CH:30]=[CH:29][C:28]([Cl:31])=[CH:27][C:26]=1[C:32]([F:35])([F:34])[F:33], predict the reaction product. The product is: [Cl:31][C:28]1[CH:29]=[CH:30][C:25]([CH2:24][N:8]([C:5]2[C:4]([CH3:22])=[CH:3][C:2]([Cl:1])=[CH:7][N:6]=2)[S:9]([C:12]2[CH:13]=[CH:14][C:15]([C:16]([O:18][CH3:19])=[O:17])=[CH:20][CH:21]=2)(=[O:11])=[O:10])=[C:26]([C:32]([F:33])([F:34])[F:35])[CH:27]=1.